This data is from Forward reaction prediction with 1.9M reactions from USPTO patents (1976-2016). The task is: Predict the product of the given reaction. (1) Given the reactants [CH2:1]([O:5][C:6]1[CH:11]=[CH:10][C:9]([CH2:12]C(O)=O)=[CH:8][CH:7]=1)[CH2:2][CH2:3][CH3:4].Cl.C(N=C=[N:21][CH2:22][CH2:23][CH2:24][N:25]([CH3:27])[CH3:26])C.O.O[N:30]1[C:34]2C=CC=[CH:38][C:33]=2N=N1.[CH3:39][N:40]([CH3:43])[CH:41]=[O:42], predict the reaction product. The product is: [CH2:1]([O:5][C:6]1[CH:7]=[CH:8][C:9]([CH2:12][C:41]([N:40]2[CH2:43][CH2:26][N:25]([C:24]3[N:30]=[CH:34][CH:33]=[CH:38][C:23]=3[C:22]#[N:21])[CH2:27][CH2:39]2)=[O:42])=[CH:10][CH:11]=1)[CH2:2][CH2:3][CH3:4]. (2) Given the reactants [CH3:1][NH:2][CH2:3][CH2:4][CH2:5][Si:6]([CH3:11])([O:9][CH3:10])[O:7][CH3:8].[CH:12]([N:15]=[C:16]=[N:17][CH:18]([CH3:20])[CH3:19])([CH3:14])[CH3:13].N=C=N, predict the reaction product. The product is: [CH:12]([N:15]=[C:16]([NH:17][CH:18]([CH3:20])[CH3:19])[N:2]([CH3:1])[CH2:3][CH2:4][CH2:5][Si:6]([CH3:11])([O:9][CH3:10])[O:7][CH3:8])([CH3:14])[CH3:13]. (3) Given the reactants [CH3:1][CH:2]([C:4]1[N:8]([CH2:9][CH2:10][C@@H:11]([OH:19])[CH2:12][C@@H:13]([OH:18])[CH2:14][C:15]([OH:17])=[O:16])[C:7]([C:20]2[CH:21]=[CH:22][C:23]([F:26])=[CH:24][CH:25]=2)=[C:6]([C:27]2[CH:28]=[CH:29][CH:30]=[CH:31][CH:32]=2)[C:5]=1[C:33]([NH:35][C:36]1[CH:37]=[CH:38][CH:39]=[CH:40][CH:41]=1)=[O:34])[CH3:3].[C:42](#[N:44])[CH3:43], predict the reaction product. The product is: [CH:4]1[CH:5]=[CH:6][C:43]([CH2:42][NH:44][CH2:10][CH2:9][NH:8][CH2:7][C:20]2[CH:25]=[CH:24][CH:23]=[CH:22][CH:21]=2)=[CH:1][CH:2]=1.[CH3:3][CH:2]([C:4]1[N:8]([CH2:9][CH2:10][C@@H:11]([OH:19])[CH2:12][C@@H:13]([OH:18])[CH2:14][C:15]([OH:17])=[O:16])[C:7]([C:20]2[CH:25]=[CH:24][C:23]([F:26])=[CH:22][CH:21]=2)=[C:6]([C:27]2[CH:32]=[CH:31][CH:30]=[CH:29][CH:28]=2)[C:5]=1[C:33]([NH:35][C:36]1[CH:41]=[CH:40][CH:39]=[CH:38][CH:37]=1)=[O:34])[CH3:1].[C:27]1([CH2:6][CH:7]([NH2:8])[CH2:20][NH2:44])[CH:32]=[CH:31][CH:30]=[CH:29][CH:28]=1. (4) Given the reactants [C:1]1([Mg]Br)[CH:6]=[CH:5][CH:4]=[CH:3][CH:2]=1.[C:9]([O:13][C:14]([N:16]1[CH2:20][C:19](=[O:21])[CH2:18][C@@H:17]1[C@H:22]1[O:26][C:25]([CH3:28])([CH3:27])[N:24]([C:29](=[O:31])[CH3:30])[C@H:23]1[CH2:32][C:33]1[CH:38]=[C:37]([F:39])[CH:36]=[C:35]([F:40])[CH:34]=1)=[O:15])([CH3:12])([CH3:11])[CH3:10], predict the reaction product. The product is: [C:9]([O:13][C:14]([N:16]1[CH2:20][C@@:19]([OH:21])([C:1]2[CH:6]=[CH:5][CH:4]=[CH:3][CH:2]=2)[CH2:18][C@@H:17]1[C@H:22]1[O:26][C:25]([CH3:27])([CH3:28])[N:24]([C:29](=[O:31])[CH3:30])[C@H:23]1[CH2:32][C:33]1[CH:34]=[C:35]([F:40])[CH:36]=[C:37]([F:39])[CH:38]=1)=[O:15])([CH3:10])([CH3:11])[CH3:12]. (5) Given the reactants [OH:1][NH:2][C:3]([C:5]1[CH:13]=[CH:12][C:11]2[NH:10][C:9]3[CH:14]([CH2:17][C:18]([O:20][CH2:21][CH3:22])=[O:19])[CH2:15][CH2:16][C:8]=3[C:7]=2[CH:6]=1)=[NH:4].[N:23]1([C:28]2[CH:29]=[C:30]([CH:34]=[C:35]([O:37][C:38]([F:41])([F:40])[F:39])[CH:36]=2)[C:31](O)=O)[CH:27]=[N:26][CH:25]=[N:24]1, predict the reaction product. The product is: [N:23]1([C:28]2[CH:29]=[C:30]([C:31]3[O:1][N:2]=[C:3]([C:5]4[CH:13]=[CH:12][C:11]5[NH:10][C:9]6[CH:14]([CH2:17][C:18]([O:20][CH2:21][CH3:22])=[O:19])[CH2:15][CH2:16][C:8]=6[C:7]=5[CH:6]=4)[N:4]=3)[CH:34]=[C:35]([O:37][C:38]([F:39])([F:41])[F:40])[CH:36]=2)[CH:27]=[N:26][CH:25]=[N:24]1.